Regression. Given two drug SMILES strings and cell line genomic features, predict the synergy score measuring deviation from expected non-interaction effect. From a dataset of NCI-60 drug combinations with 297,098 pairs across 59 cell lines. (1) Drug 2: B(C(CC(C)C)NC(=O)C(CC1=CC=CC=C1)NC(=O)C2=NC=CN=C2)(O)O. Synergy scores: CSS=34.5, Synergy_ZIP=1.83, Synergy_Bliss=0.447, Synergy_Loewe=-64.4, Synergy_HSA=-3.02. Drug 1: C1CN(P(=O)(OC1)NCCCl)CCCl. Cell line: SW-620. (2) Drug 1: C1=CC=C(C=C1)NC(=O)CCCCCCC(=O)NO. Drug 2: C1=CN(C=N1)CC(O)(P(=O)(O)O)P(=O)(O)O. Cell line: HCT-15. Synergy scores: CSS=4.64, Synergy_ZIP=-0.407, Synergy_Bliss=2.00, Synergy_Loewe=2.40, Synergy_HSA=1.97. (3) Drug 1: CC12CCC(CC1=CCC3C2CCC4(C3CC=C4C5=CN=CC=C5)C)O. Drug 2: C1CCC(CC1)NC(=O)N(CCCl)N=O. Cell line: PC-3. Synergy scores: CSS=19.0, Synergy_ZIP=-4.85, Synergy_Bliss=3.17, Synergy_Loewe=2.17, Synergy_HSA=3.02. (4) Drug 1: CC12CCC3C(C1CCC2O)C(CC4=C3C=CC(=C4)O)CCCCCCCCCS(=O)CCCC(C(F)(F)F)(F)F. Drug 2: N.N.Cl[Pt+2]Cl. Cell line: SF-539. Synergy scores: CSS=42.1, Synergy_ZIP=-4.07, Synergy_Bliss=-8.59, Synergy_Loewe=-7.15, Synergy_HSA=-5.74. (5) Drug 1: CN1CCC(CC1)COC2=C(C=C3C(=C2)N=CN=C3NC4=C(C=C(C=C4)Br)F)OC. Drug 2: CC(C)(C#N)C1=CC(=CC(=C1)CN2C=NC=N2)C(C)(C)C#N. Cell line: SK-MEL-5. Synergy scores: CSS=-2.19, Synergy_ZIP=2.33, Synergy_Bliss=3.91, Synergy_Loewe=-0.438, Synergy_HSA=-1.15. (6) Drug 1: C1CCC(C1)C(CC#N)N2C=C(C=N2)C3=C4C=CNC4=NC=N3. Drug 2: CC12CCC3C(C1CCC2O)C(CC4=C3C=CC(=C4)O)CCCCCCCCCS(=O)CCCC(C(F)(F)F)(F)F. Cell line: HS 578T. Synergy scores: CSS=4.57, Synergy_ZIP=1.99, Synergy_Bliss=4.31, Synergy_Loewe=0.457, Synergy_HSA=-1.46. (7) Drug 1: C1CCN(CC1)CCOC2=CC=C(C=C2)C(=O)C3=C(SC4=C3C=CC(=C4)O)C5=CC=C(C=C5)O. Drug 2: C1=NC2=C(N=C(N=C2N1C3C(C(C(O3)CO)O)O)F)N. Cell line: CCRF-CEM. Synergy scores: CSS=34.8, Synergy_ZIP=6.02, Synergy_Bliss=9.77, Synergy_Loewe=-12.8, Synergy_HSA=6.57.